This data is from Peptide-MHC class I binding affinity with 185,985 pairs from IEDB/IMGT. The task is: Regression. Given a peptide amino acid sequence and an MHC pseudo amino acid sequence, predict their binding affinity value. This is MHC class I binding data. (1) The peptide sequence is AMLTAFFLR. The MHC is HLA-A03:01 with pseudo-sequence HLA-A03:01. The binding affinity (normalized) is 0.668. (2) The peptide sequence is SLCLMMILPA. The MHC is HLA-A02:03 with pseudo-sequence HLA-A02:03. The binding affinity (normalized) is 0.724. (3) The peptide sequence is GLKGPDIYK. The MHC is H-2-Db with pseudo-sequence H-2-Db. The binding affinity (normalized) is 0. (4) The peptide sequence is AILGDTAWDF. The MHC is HLA-A23:01 with pseudo-sequence HLA-A23:01. The binding affinity (normalized) is 0.240. (5) The peptide sequence is HLADQLIHQ. The MHC is HLA-A02:19 with pseudo-sequence HLA-A02:19. The binding affinity (normalized) is 0.0847.